Task: Predict the product of the given reaction.. Dataset: Forward reaction prediction with 1.9M reactions from USPTO patents (1976-2016) The product is: [Br:11][CH2:12][CH2:13][O:2][C:1]1[CH:8]=[CH:7][C:5]([OH:6])=[CH:4][CH:3]=1. Given the reactants [C:1]1([CH:8]=[CH:7][C:5]([OH:6])=[CH:4][CH:3]=1)[OH:2].[OH-].[K+].[Br:11][CH2:12][CH2:13]Br, predict the reaction product.